This data is from Reaction yield outcomes from USPTO patents with 853,638 reactions. The task is: Predict the reaction yield, written as a fraction of the theoretical maximum amount of product (1.0 means a 100% yield; for example, 0.34 means a 34% yield). The reactants are C(OC(=O)[NH:7][CH2:8][C:9]([NH:11][S:12]([C:15]1[CH:20]=[CH:19][C:18]([CH2:21][N:22]2[C:26]([CH:27]=[O:28])=[C:25]([Cl:29])[N:24]=[C:23]2[CH2:30][CH2:31][CH2:32][CH3:33])=[CH:17][CH:16]=1)(=[O:14])=[O:13])=[O:10])(C)(C)C.C(O)(C(F)(F)F)=O. The catalyst is C(Cl)Cl. The product is [NH2:7][CH2:8][C:9]([NH:11][S:12]([C:15]1[CH:20]=[CH:19][C:18]([CH2:21][N:22]2[C:26]([CH:27]=[O:28])=[C:25]([Cl:29])[N:24]=[C:23]2[CH2:30][CH2:31][CH2:32][CH3:33])=[CH:17][CH:16]=1)(=[O:13])=[O:14])=[O:10]. The yield is 1.00.